From a dataset of Forward reaction prediction with 1.9M reactions from USPTO patents (1976-2016). Predict the product of the given reaction. (1) The product is: [CH3:19][C:14]1[CH:15]=[CH:16][CH:17]=[CH:18][C:13]=1[C:12]1[C:6]2[O:5][CH:4]([CH2:3][N:2]([CH3:1])[C:30](=[O:31])[O:32][CH2:33][C:34]3[CH:39]=[CH:38][CH:37]=[CH:36][CH:35]=3)[CH2:8][C:7]=2[CH:9]=[CH:10][CH:11]=1. Given the reactants [CH3:1][NH:2][CH2:3][CH:4]1[CH2:8][C:7]2[CH:9]=[CH:10][CH:11]=[C:12]([C:13]3[CH:18]=[CH:17][CH:16]=[CH:15][C:14]=3[CH3:19])[C:6]=2[O:5]1.C(N(C(C)C)CC)(C)C.Cl[C:30]([O:32][CH2:33][C:34]1[CH:39]=[CH:38][CH:37]=[CH:36][CH:35]=1)=[O:31].C(OC(=O)NCC1CC2C=CC=C(C3CCCC3)C=2O1)C1C=CC=CC=1, predict the reaction product. (2) Given the reactants [CH3:1][C:2]1[C:3]([CH:8]2[CH2:13][C:12]([CH3:15])([OH:14])[CH2:11][CH:10]([C:16]3[C:21]([CH3:22])=[CH:20][CH:19]=[CH:18][N:17]=3)[NH:9]2)=[N:4][CH:5]=[CH:6][CH:7]=1.Br[CH2:24][CH2:25][CH2:26][CH2:27][N:28]1[C:36](=[O:37])[C:35]2[C:30](=[CH:31][CH:32]=[CH:33][CH:34]=2)[C:29]1=[O:38].CCN(C(C)C)C(C)C, predict the reaction product. The product is: [OH:14][C:12]1([CH3:15])[CH2:13][CH:8]([C:3]2[C:2]([CH3:1])=[CH:7][CH:6]=[CH:5][N:4]=2)[N:9]([CH2:24][CH2:25][CH2:26][CH2:27][N:28]2[C:36](=[O:37])[C:35]3[C:30](=[CH:31][CH:32]=[CH:33][CH:34]=3)[C:29]2=[O:38])[CH:10]([C:16]2[C:21]([CH3:22])=[CH:20][CH:19]=[CH:18][N:17]=2)[CH2:11]1.